Dataset: Full USPTO retrosynthesis dataset with 1.9M reactions from patents (1976-2016). Task: Predict the reactants needed to synthesize the given product. (1) Given the product [CH3:17][C:11]1[CH:10]=[CH:9][C:8]2[C:13](=[CH:14][CH:15]=[CH:16][C:7]=2[N:25]2[CH2:24][CH2:23][NH:22][C@H:21]([CH3:20])[CH2:26]2)[N:12]=1, predict the reactants needed to synthesize it. The reactants are: FC(F)(F)S(O[C:7]1[CH:16]=[CH:15][CH:14]=[C:13]2[C:8]=1[CH:9]=[CH:10][C:11]([CH3:17])=[N:12]2)(=O)=O.[CH3:20][C@@H:21]1[CH2:26][NH:25][CH2:24][CH2:23][NH:22]1.C(=O)([O-])[O-].[Cs+].[Cs+].C1(P(C2C=CC=CC=2)C2C=CC3C(=CC=CC=3)C=2C2C3C(=CC=CC=3)C=CC=2P(C2C=CC=CC=2)C2C=CC=CC=2)C=CC=CC=1. (2) Given the product [Cl:26][C:27]1[CH:32]=[CH:31][CH:30]=[CH:29][C:28]=1[C@H:33]([O:1][C:2]1[CH:3]=[C:4]([N:11]2[C:15]3[CH:16]=[CH:17][C:18]([C:20]([O:22][CH2:23][CH:24]=[CH2:25])=[O:21])=[CH:19][C:14]=3[N:13]=[CH:12]2)[S:5][C:6]=1[C:7]([O:9][CH3:10])=[O:8])[CH3:34], predict the reactants needed to synthesize it. The reactants are: [OH:1][C:2]1[CH:3]=[C:4]([N:11]2[C:15]3[CH:16]=[CH:17][C:18]([C:20]([O:22][CH2:23][CH:24]=[CH2:25])=[O:21])=[CH:19][C:14]=3[N:13]=[CH:12]2)[S:5][C:6]=1[C:7]([O:9][CH3:10])=[O:8].[Cl:26][C:27]1[CH:32]=[CH:31][CH:30]=[CH:29][C:28]=1[C@@H:33](O)[CH3:34].C1(P(C2C=CC=CC=2)C2C=CC=CC=2)C=CC=CC=1.N(C(OC(C)(C)C)=O)=NC(OC(C)(C)C)=O. (3) Given the product [C:1]([C:3]([NH:6][C:7]1[CH:8]=[CH:9][C:10]([CH2:13][CH2:14][C:15]([NH:20][CH3:19])=[O:17])=[CH:11][CH:12]=1)([CH3:4])[CH3:5])#[N:2], predict the reactants needed to synthesize it. The reactants are: [C:1]([C:3]([NH:6][C:7]1[CH:12]=[CH:11][C:10]([CH2:13][CH2:14][C:15]([O:17]C)=O)=[CH:9][CH:8]=1)([CH3:5])[CH3:4])#[N:2].[CH3:19][NH2:20]. (4) Given the product [C:1]([N:9]1[CH:18]=[CH:17][C:16]2[C:11](=[C:12]([O:26][CH3:25])[C:13]([O:21][CH3:22])=[C:14]([O:19][CH3:20])[CH:15]=2)[CH:10]1[C:23]#[N:24])(=[O:8])[C:2]1[CH:3]=[CH:4][CH:5]=[CH:6][CH:7]=1, predict the reactants needed to synthesize it. The reactants are: [C:1]([N:9]1[CH:18]=[CH:17][C:16]2[C:11](=[CH:12][C:13]([O:21][CH3:22])=[C:14]([O:19][CH3:20])[CH:15]=2)[CH:10]1[C:23]#[N:24])(=[O:8])[C:2]1[CH:7]=[CH:6][CH:5]=[CH:4][CH:3]=1.[CH3:25][O:26]C1C=C2C(=C(OC)C=1OC)C=NC=C2. (5) Given the product [C:16]([C:20]1[CH:21]=[CH:22][C:23]([CH:26]=[CH:27][C:28]([NH:1][CH2:2][C:3]2[CH:8]=[CH:7][C:6]([NH:9][S:10]([CH3:13])(=[O:12])=[O:11])=[C:5]([CH:14]=[CH2:15])[CH:4]=2)=[O:29])=[CH:24][CH:25]=1)([CH3:19])([CH3:17])[CH3:18], predict the reactants needed to synthesize it. The reactants are: [NH2:1][CH2:2][C:3]1[CH:8]=[CH:7][C:6]([NH:9][S:10]([CH3:13])(=[O:12])=[O:11])=[C:5]([CH:14]=[CH2:15])[CH:4]=1.[C:16]([C:20]1[CH:25]=[CH:24][C:23]([CH:26]=[CH:27][C:28](O)=[O:29])=[CH:22][CH:21]=1)([CH3:19])([CH3:18])[CH3:17].C(N(CC)CC)C.C(OP(C#N)(=O)OCC)C. (6) Given the product [CH3:25][C:24]([CH3:27])([O:23][C:21]([NH:1][C@H:2]([C:18]([N:78]1[CH2:79][CH2:80][N:75]([C:72]2[CH:73]=[CH:74][N:69]=[CH:70][CH:71]=2)[CH2:76][CH2:77]1)=[O:20])[CH2:3][CH2:4][CH2:5][CH2:6][NH:7][C:8]([O:10][CH2:11][C:12]1[CH:13]=[CH:14][CH:15]=[CH:16][CH:17]=1)=[O:9])=[O:22])[CH3:26], predict the reactants needed to synthesize it. The reactants are: [NH:1]([C:21]([O:23][C:24]([CH3:27])([CH3:26])[CH3:25])=[O:22])[C@H:2]([C:18]([OH:20])=O)[CH2:3][CH2:4][CH2:5][CH2:6][NH:7][C:8]([O:10][CH2:11][C:12]1[CH:17]=[CH:16][CH:15]=[CH:14][CH:13]=1)=[O:9].CCN(C(C)C)C(C)C.CN(C(ON1N=NC2C=CC=CC1=2)=[N+](C)C)C.[B-](F)(F)(F)F.C1C=CC2N(O)N=NC=2C=1.[N:69]1[CH:74]=[CH:73][C:72]([N:75]2[CH2:80][CH2:79][NH:78][CH2:77][CH2:76]2)=[CH:71][CH:70]=1. (7) Given the product [CH3:1][C:2]1([CH3:18])[C:13]2[C:5](=[CH:6][C:7]3[N:8]([C:20]4[CH:25]=[CH:24][CH:23]=[CH:22][CH:21]=4)[CH:9]=[N:10][C:11]=3[CH:12]=2)[C:4]([CH3:15])([CH3:14])[C:3]1([CH3:17])[CH3:16], predict the reactants needed to synthesize it. The reactants are: [CH3:1][C:2]1([CH3:18])[C:13]2[C:5](=[CH:6][C:7]3[NH:8][CH:9]=[N:10][C:11]=3[CH:12]=2)[C:4]([CH3:15])([CH3:14])[C:3]1([CH3:17])[CH3:16].Br[C:20]1[CH:25]=[CH:24][CH:23]=[CH:22][CH:21]=1.C(=O)([O-])[O-].[K+].[K+].CN(C)CC(O)=O. (8) Given the product [C:26]([O:25][C:23]([NH:22][C:17]1[CH:18]=[CH:19][CH:20]=[CH:21][C:16]=1[NH:15][C:14](/[CH:13]=[CH:12]/[C:9]1[CH:8]=[CH:7][C:6]([CH:4]([OH:5])[C:3]([OH:31])=[O:2])=[CH:11][CH:10]=1)=[O:30])=[O:24])([CH3:29])([CH3:27])[CH3:28], predict the reactants needed to synthesize it. The reactants are: C[O:2][C:3](=[O:31])[CH:4]([C:6]1[CH:11]=[CH:10][C:9](/[CH:12]=[CH:13]/[C:14](=[O:30])[NH:15][C:16]2[CH:21]=[CH:20][CH:19]=[CH:18][C:17]=2[NH:22][C:23]([O:25][C:26]([CH3:29])([CH3:28])[CH3:27])=[O:24])=[CH:8][CH:7]=1)[OH:5].[OH-].[Li+].Cl.